From a dataset of Forward reaction prediction with 1.9M reactions from USPTO patents (1976-2016). Predict the product of the given reaction. (1) The product is: [Br:25][C:2]1[N:7]=[C:6]([C:8]([O:10][CH3:11])=[O:9])[CH:5]=[N:4][C:3]=1[C:12]1[CH:17]=[C:16]([O:18][CH3:19])[CH:15]=[CH:14][C:13]=1[F:20]. Given the reactants N[C:2]1[N:7]=[C:6]([C:8]([O:10][CH3:11])=[O:9])[CH:5]=[N:4][C:3]=1[C:12]1[CH:17]=[C:16]([O:18][CH3:19])[CH:15]=[CH:14][C:13]=1[F:20].C[Si]([Br:25])(C)C.C(ON=O)CC(C)C.C(=O)(O)[O-].[Na+], predict the reaction product. (2) Given the reactants [CH3:1][N:2]([C:11]1[CH:12]=[C:13]([C:17]2[CH:22]=[CH:21][C:20](/[CH:23]=[CH:24]/[C:25]([O:27][CH3:28])=[O:26])=[CH:19][C:18]=2[N+:29]([O-])=O)[CH:14]=[CH:15][CH:16]=1)[C:3]([NH:5][CH2:6][CH2:7][CH2:8][CH2:9][CH3:10])=[O:4], predict the reaction product. The product is: [NH2:29][C:18]1[CH:19]=[C:20]([CH2:23][CH2:24][C:25]([O:27][CH3:28])=[O:26])[CH:21]=[CH:22][C:17]=1[C:13]1[CH:14]=[CH:15][CH:16]=[C:11]([N:2]([CH3:1])[C:3]([NH:5][CH2:6][CH2:7][CH2:8][CH2:9][CH3:10])=[O:4])[CH:12]=1. (3) Given the reactants [N:1]([CH:4]1[CH2:9][CH2:8][N:7]([C:10]([O:12][CH2:13][C:14]2[CH:19]=[CH:18][CH:17]=[CH:16][CH:15]=2)=[O:11])[CH2:6][CH:5]1OS(C)(=O)=O)=[N+:2]=[N-:3].[N-:25]=[N+:26]=[N-:27].[Na+], predict the reaction product. The product is: [N:25]([CH:5]1[CH:4]([N:1]=[N+:2]=[N-:3])[CH2:9][CH2:8][N:7]([C:10]([O:12][CH2:13][C:14]2[CH:19]=[CH:18][CH:17]=[CH:16][CH:15]=2)=[O:11])[CH2:6]1)=[N+:26]=[N-:27]. (4) Given the reactants [CH3:1][O:2][CH:3]([CH3:31])[CH2:4][CH2:5][CH2:6][CH2:7][CH2:8][O:9][C:10]1[CH:15]=[CH:14][C:13]([C:16]2[S:20][C:19]([C:21]3[CH:30]=[CH:29][C:24]([C:25]([O:27]C)=[O:26])=[CH:23][CH:22]=3)=[N:18][N:17]=2)=[CH:12][CH:11]=1.[OH-].[Na+].O.Cl, predict the reaction product. The product is: [CH3:1][O:2][CH:3]([CH3:31])[CH2:4][CH2:5][CH2:6][CH2:7][CH2:8][O:9][C:10]1[CH:11]=[CH:12][C:13]([C:16]2[S:20][C:19]([C:21]3[CH:22]=[CH:23][C:24]([C:25]([OH:27])=[O:26])=[CH:29][CH:30]=3)=[N:18][N:17]=2)=[CH:14][CH:15]=1. (5) Given the reactants [Cl:1][C:2]1[CH:7]=[CH:6][C:5]([OH:8])=[CH:4][C:3]=1[CH2:9][CH3:10].O[CH2:12][C:13]([CH3:19])([CH3:18])[C:14]([O:16][CH3:17])=[O:15], predict the reaction product. The product is: [Cl:1][C:2]1[CH:7]=[CH:6][C:5]([O:8][CH2:12][C:13]([CH3:19])([CH3:18])[C:14]([O:16][CH3:17])=[O:15])=[CH:4][C:3]=1[CH2:9][CH3:10].